The task is: Predict the product of the given reaction.. This data is from Forward reaction prediction with 1.9M reactions from USPTO patents (1976-2016). (1) The product is: [CH2:29]([O:36][C:37]([N:39]1[C@@H:40]([CH3:53])[C:41](=[O:52])[N:42]2[C@@H:48]([CH2:47][CH2:46][CH2:45][OH:44])[CH2:49][O:50][CH:43]2[CH2:51]1)=[O:38])[C:30]1[CH:31]=[CH:32][CH:33]=[CH:34][CH:35]=1. Given the reactants COC(=O)[C@@H](N(C(OCC1C=CC=CC=1)=O)CC=O)C.N[C@@H](CCCO)CO.[CH2:29]([O:36][C:37]([N:39]1[CH2:51][CH:43]2[O:44][CH2:45][CH2:46][CH2:47][C@@H:48]([CH2:49][OH:50])[N:42]2[C:41](=[O:52])[C@@H:40]1[CH3:53])=[O:38])[C:30]1[CH:35]=[CH:34][CH:33]=[CH:32][CH:31]=1, predict the reaction product. (2) Given the reactants [S:1](=[N:4][C:5]([NH2:7])=[O:6])(=[O:3])=[O:2].C(OC(=O)[N:14]([C:16]1[CH:17]=[C:18]2[C:23](=[CH:24][C:25]=1[F:26])[C:22](=[O:27])[N:21]([C:28]1[CH:33]=[CH:32][C:31](N)=[CH:30][CH:29]=1)[CH:20]=[CH:19]2)C)(C)(C)C.[CH2:36]([C:39]1[S:43][C:42](S(N)(=O)=O)=[CH:41][CH:40]=1)[CH2:37][CH3:38], predict the reaction product. The product is: [NH2:14][C:16]1[CH:17]=[C:18]2[C:23](=[CH:24][C:25]=1[F:26])[C:22](=[O:27])[N:21]([C:28]1[CH:33]=[CH:32][C:31]([NH:7][C:5]([NH:4][S:1]([C:42]3[S:43][C:39]([CH2:36][CH2:37][CH3:38])=[CH:40][CH:41]=3)(=[O:3])=[O:2])=[O:6])=[CH:30][CH:29]=1)[CH:20]=[CH:19]2.